From a dataset of NCI-60 drug combinations with 297,098 pairs across 59 cell lines. Regression. Given two drug SMILES strings and cell line genomic features, predict the synergy score measuring deviation from expected non-interaction effect. (1) Drug 1: CC1OCC2C(O1)C(C(C(O2)OC3C4COC(=O)C4C(C5=CC6=C(C=C35)OCO6)C7=CC(=C(C(=C7)OC)O)OC)O)O. Drug 2: CC1=C(N=C(N=C1N)C(CC(=O)N)NCC(C(=O)N)N)C(=O)NC(C(C2=CN=CN2)OC3C(C(C(C(O3)CO)O)O)OC4C(C(C(C(O4)CO)O)OC(=O)N)O)C(=O)NC(C)C(C(C)C(=O)NC(C(C)O)C(=O)NCCC5=NC(=CS5)C6=NC(=CS6)C(=O)NCCC[S+](C)C)O. Cell line: HCT-15. Synergy scores: CSS=51.3, Synergy_ZIP=-2.80, Synergy_Bliss=2.35, Synergy_Loewe=3.60, Synergy_HSA=5.15. (2) Drug 1: CNC(=O)C1=NC=CC(=C1)OC2=CC=C(C=C2)NC(=O)NC3=CC(=C(C=C3)Cl)C(F)(F)F. Drug 2: CC1C(C(CC(O1)OC2CC(CC3=C2C(=C4C(=C3O)C(=O)C5=CC=CC=C5C4=O)O)(C(=O)C)O)N)O. Cell line: NCI/ADR-RES. Synergy scores: CSS=52.0, Synergy_ZIP=-0.649, Synergy_Bliss=1.57, Synergy_Loewe=-7.38, Synergy_HSA=2.12. (3) Drug 1: CN(C)C1=NC(=NC(=N1)N(C)C)N(C)C. Drug 2: CCN(CC)CCNC(=O)C1=C(NC(=C1C)C=C2C3=C(C=CC(=C3)F)NC2=O)C. Cell line: PC-3. Synergy scores: CSS=5.11, Synergy_ZIP=2.44, Synergy_Bliss=5.87, Synergy_Loewe=3.29, Synergy_HSA=4.66. (4) Drug 1: CC1C(C(CC(O1)OC2CC(OC(C2O)C)OC3=CC4=CC5=C(C(=O)C(C(C5)C(C(=O)C(C(C)O)O)OC)OC6CC(C(C(O6)C)O)OC7CC(C(C(O7)C)O)OC8CC(C(C(O8)C)O)(C)O)C(=C4C(=C3C)O)O)O)O. Drug 2: CC12CCC3C(C1CCC2O)C(CC4=C3C=CC(=C4)O)CCCCCCCCCS(=O)CCCC(C(F)(F)F)(F)F. Cell line: MALME-3M. Synergy scores: CSS=45.7, Synergy_ZIP=-2.69, Synergy_Bliss=-4.19, Synergy_Loewe=-19.1, Synergy_HSA=-1.12. (5) Drug 1: C1=CC=C(C=C1)NC(=O)CCCCCCC(=O)NO. Drug 2: CN1C2=C(C=C(C=C2)N(CCCl)CCCl)N=C1CCCC(=O)O.Cl. Cell line: OVCAR-4. Synergy scores: CSS=6.68, Synergy_ZIP=-2.65, Synergy_Bliss=-1.13, Synergy_Loewe=-5.58, Synergy_HSA=-1.12.